This data is from hERG Central: cardiac toxicity at 1µM, 10µM, and general inhibition. The task is: Predict hERG channel inhibition at various concentrations. (1) The compound is COc1ccccc1CN1CC(C(=O)NCCN(C)CCc2ccccc2)CCC1=O. Results: hERG_inhib (hERG inhibition (general)): blocker. (2) The drug is COCCNc1c(-c2cc3ccc(C)c(C)c3[nH]c2=O)nc2ccccn12. Results: hERG_inhib (hERG inhibition (general)): blocker.